Dataset: Experimentally validated miRNA-target interactions with 360,000+ pairs, plus equal number of negative samples. Task: Binary Classification. Given a miRNA mature sequence and a target amino acid sequence, predict their likelihood of interaction. The miRNA is hsa-miR-92a-3p with sequence UAUUGCACUUGUCCCGGCCUGU. The protein sequence of the target gene is MKWLGESKNMVVNGRRNGGKLSNDHQQNQSKLQHTGKDTLKAGKNAVERRSNRCNGNSGFEGQSRYVPSSGMSAKELCENDDLATSLVLDPYLGFQTHKMNTSAFPSRSSRHFSKSDSFSHNNPVRFRPIKGRQEELKEVIERFKKDEHLEKAFKCLTSGEWARHYFLNKNKMQEKLFKEHVFIYLRMFATDSGFEILPCNRYSSEQNGAKIVATKEWKRNDKIELLVGCIAELSEIEENMLLRHGENDFSVMYSTRKNCAQLWLGPAAFINHDCRPNCKFVSTGRDTACVKALRDIEPG.... Result: 1 (interaction).